This data is from Catalyst prediction with 721,799 reactions and 888 catalyst types from USPTO. The task is: Predict which catalyst facilitates the given reaction. (1) Reactant: Br[C:2]1[CH:3]=[C:4]([CH:8]2[C:17]([CH3:19])([CH3:18])[CH2:16][C:15]3[C:10](=[CH:11][CH:12]=[C:13]([C:20]([OH:22])=[O:21])[CH:14]=3)[NH:9]2)[CH:5]=[CH:6][CH:7]=1.[NH:23]1[CH2:28][C:27](=[O:29])[NH:26][CH2:25][C:24]1=[O:30].Cl.CN(C)CC(O)=O.C(=O)([O-])[O-].[K+].[K+]. Product: [O:30]=[C:24]1[CH2:25][NH:26][C:27](=[O:29])[CH2:28][N:23]1[C:2]1[CH:3]=[C:4]([CH:8]2[C:17]([CH3:19])([CH3:18])[CH2:16][C:15]3[C:10](=[CH:11][CH:12]=[C:13]([C:20]([OH:22])=[O:21])[CH:14]=3)[NH:9]2)[CH:5]=[CH:6][CH:7]=1. The catalyst class is: 156. (2) Reactant: FC(F)(F)C(O)=O.[C:8]([C:10]1[CH:22]=[C:21]([O:23][CH:24]([CH3:26])[CH3:25])[CH:20]=[CH:19][C:11]=1[C:12]([O:14]C(C)(C)C)=[O:13])#[N:9]. Product: [C:8]([C:10]1[CH:22]=[C:21]([O:23][CH:24]([CH3:26])[CH3:25])[CH:20]=[CH:19][C:11]=1[C:12]([OH:14])=[O:13])#[N:9]. The catalyst class is: 4.